Dataset: Full USPTO retrosynthesis dataset with 1.9M reactions from patents (1976-2016). Task: Predict the reactants needed to synthesize the given product. (1) Given the product [C:18]([S:20][CH2:3][CH2:2][CH2:1][C:4]1[CH:5]=[CH:6][C:7]([CH:10]2[O:11][CH2:12][C:13]([CH3:17])([CH3:16])[CH2:14][O:15]2)=[CH:8][CH:9]=1)(=[O:21])[CH3:19], predict the reactants needed to synthesize it. The reactants are: [CH2:1]([C:4]1[CH:9]=[CH:8][C:7]([CH:10]2[O:15][CH2:14][C:13]([CH3:17])([CH3:16])[CH2:12][O:11]2)=[CH:6][CH:5]=1)[CH:2]=[CH2:3].[C:18]([OH:21])(=[S:20])[CH3:19]. (2) Given the product [C:15]([O:19][C:20](=[O:24])[CH2:21][CH2:22][NH:23][CH2:13][C:4]1[C:5]2[C:10](=[CH:9][CH:8]=[CH:7][CH:6]=2)[CH:11]=[CH:12][C:3]=1[O:2][CH3:1])([CH3:18])([CH3:17])[CH3:16], predict the reactants needed to synthesize it. The reactants are: [CH3:1][O:2][C:3]1[CH:12]=[CH:11][C:10]2[C:5](=[CH:6][CH:7]=[CH:8][CH:9]=2)[C:4]=1[CH:13]=O.[C:15]([O:19][C:20](=[O:24])[CH2:21][CH2:22][NH2:23])([CH3:18])([CH3:17])[CH3:16].[BH4-].[Na+]. (3) Given the product [F:17][C:12]1[CH:13]=[CH:14][CH:15]=[CH:16][C:11]=1[C:8]1[S:7][C:6]([CH2:5][CH2:4][C:3]([OH:18])=[O:2])=[CH:10][CH:9]=1, predict the reactants needed to synthesize it. The reactants are: C[O:2][C:3](=[O:18])[CH2:4][CH2:5][C:6]1[S:7][C:8]([C:11]2[CH:16]=[CH:15][CH:14]=[CH:13][C:12]=2[F:17])=[CH:9][CH:10]=1.[OH-].[Na+].Cl. (4) Given the product [Cl:1][C:2]1[N:3]=[C:4]([NH:26][C:25]2[CH:27]=[C:21]([CH:18]([CH3:19])[CH3:20])[CH:22]=[CH:23][C:24]=2[CH3:28])[C:5]2[CH2:10][CH2:9][CH:8]([C:11]3[CH:16]=[CH:15][CH:14]=[CH:13][CH:12]=3)[C:6]=2[N:7]=1, predict the reactants needed to synthesize it. The reactants are: [Cl:1][C:2]1[N:3]=[C:4](Cl)[C:5]2[CH2:10][CH2:9][CH:8]([C:11]3[CH:16]=[CH:15][CH:14]=[CH:13][CH:12]=3)[C:6]=2[N:7]=1.[CH:18]([C:21]1[CH:22]=[CH:23][C:24]([CH3:28])=[C:25]([CH:27]=1)[NH2:26])([CH3:20])[CH3:19].CCN(C(C)C)C(C)C. (5) Given the product [C:1]([N:9]1[CH2:14][CH2:13][N:12]([CH:22]([CH3:26])[C:23](=[O:25])[CH3:24])[CH2:11][CH2:10]1)(=[O:8])[C:2]1[CH:7]=[CH:6][CH:5]=[CH:4][CH:3]=1, predict the reactants needed to synthesize it. The reactants are: [C:1]([N:9]1[CH2:14][CH2:13][NH:12][CH2:11][CH2:10]1)(=[O:8])[C:2]1[CH:7]=[CH:6][CH:5]=[CH:4][CH:3]=1.C(=O)([O-])[O-].[K+].[K+].Cl[CH:22]([CH3:26])[C:23](=[O:25])[CH3:24]. (6) The reactants are: [Cl:1][C:2]1[C:8]([Cl:9])=[CH:7][CH:6]=[CH:5][C:3]=1[NH2:4].[C:10](OC(=O)C)(=[O:12])[CH3:11]. Given the product [Cl:1][C:2]1[C:8]([Cl:9])=[CH:7][CH:6]=[CH:5][C:3]=1[NH:4][C:10](=[O:12])[CH3:11], predict the reactants needed to synthesize it.